Dataset: Forward reaction prediction with 1.9M reactions from USPTO patents (1976-2016). Task: Predict the product of the given reaction. (1) Given the reactants [F:1][C:2]([F:24])([F:23])[O:3][C:4]1[CH:9]=[CH:8][C:7]([N:10]2[CH:14]=[N:13][C:12]([C:15]3[CH:22]=[CH:21][C:18]([CH:19]=[O:20])=[CH:17][CH:16]=3)=[N:11]2)=[CH:6][CH:5]=1.[CH2:25]([Mg]Br)[CH3:26], predict the reaction product. The product is: [F:24][C:2]([F:1])([F:23])[O:3][C:4]1[CH:5]=[CH:6][C:7]([N:10]2[CH:14]=[N:13][C:12]([C:15]3[CH:22]=[CH:21][C:18]([CH:19]([OH:20])[CH2:25][CH3:26])=[CH:17][CH:16]=3)=[N:11]2)=[CH:8][CH:9]=1. (2) Given the reactants C([C@H:8]([CH:12]([NH2:23])[CH2:13][C:14]1[CH:19]=[C:18]([F:20])[C:17]([F:21])=[CH:16][C:15]=1[F:22])[C:9]([OH:11])=O)(OC(C)(C)C)=O.ON1C2C=C[CH:32]=[CH:33][C:28]=2N=N1.[CH2:34](N(CC)CC)C.Cl.C(N=C=NCCCN(C)C)C.FC(F)(F)[C:55]([OH:57])=[O:56].[CH:60]1([C:63]2[N:67]=[C:66]([C@@H:68]([NH2:72])[CH:69]([CH3:71])[CH3:70])[O:65][N:64]=2)[CH2:62][CH2:61]1, predict the reaction product. The product is: [C:33]([O:57][C:55](=[O:56])[NH:23][C@@H:12]([CH2:8][C:9](=[O:11])[NH:72][C@H:68]([C:66]1[O:65][N:64]=[C:63]([CH:60]2[CH2:62][CH2:61]2)[N:67]=1)[CH:69]([CH3:70])[CH3:71])[CH2:13][C:14]1[CH:19]=[C:18]([F:20])[C:17]([F:21])=[CH:16][C:15]=1[F:22])([CH3:32])([CH3:28])[CH3:34].